From a dataset of Forward reaction prediction with 1.9M reactions from USPTO patents (1976-2016). Predict the product of the given reaction. Given the reactants C([O:3][C:4](=[O:19])[C@@H:5]([O:17][CH3:18])[CH2:6][C:7]1[CH:12]=[CH:11][C:10]([O:13][CH2:14][CH2:15]Br)=[CH:9][CH:8]=1)C.[OH:20][C:21]1[CH:28]=[CH:27][CH:26]=[CH:25][C:22]=1[C:23]#[N:24].CO[C@@H](CC1C=CC(OCCCOC2C=CC=CC=2)=CC=1)C(O)=O, predict the reaction product. The product is: [C:23]([C:22]1[CH:25]=[CH:26][CH:27]=[CH:28][C:21]=1[O:20][CH2:15][CH2:14][O:13][C:10]1[CH:9]=[CH:8][C:7]([CH2:6][C@H:5]([O:17][CH3:18])[C:4]([OH:3])=[O:19])=[CH:12][CH:11]=1)#[N:24].